From a dataset of Forward reaction prediction with 1.9M reactions from USPTO patents (1976-2016). Predict the product of the given reaction. (1) Given the reactants [C:1]([O:5][C:6]([NH:8][CH2:9][C@H:10]1[CH2:15][CH2:14][C@H:13]([C:16]([NH:18][C@@H:19]([CH2:36][C:37]2[CH:42]=[CH:41][C:40]([C:43]3[CH:48]=[CH:47][C:46]([C:49](=[O:54])[NH:50][CH:51]([CH3:53])[CH3:52])=[CH:45][C:44]=3[CH3:55])=[CH:39][CH:38]=2)[C:20]([NH:22][C:23]2[CH:24]=[C:25]([C:32]([O:34]C)=[O:33])[C:26]3[CH:27]=[N:28][NH:29][C:30]=3[CH:31]=2)=[O:21])=[O:17])[CH2:12][CH2:11]1)=[O:7])([CH3:4])([CH3:3])[CH3:2].O.[OH-].[Li+].Cl, predict the reaction product. The product is: [C:1]([O:5][C:6]([NH:8][CH2:9][C@H:10]1[CH2:11][CH2:12][C@H:13]([C:16]([NH:18][C@@H:19]([CH2:36][C:37]2[CH:42]=[CH:41][C:40]([C:43]3[CH:48]=[CH:47][C:46]([C:49](=[O:54])[NH:50][CH:51]([CH3:52])[CH3:53])=[CH:45][C:44]=3[CH3:55])=[CH:39][CH:38]=2)[C:20]([NH:22][C:23]2[CH:24]=[C:25]([C:32]([OH:34])=[O:33])[C:26]3[CH:27]=[N:28][NH:29][C:30]=3[CH:31]=2)=[O:21])=[O:17])[CH2:14][CH2:15]1)=[O:7])([CH3:2])([CH3:3])[CH3:4]. (2) Given the reactants [NH2:1][C:2]1[CH:17]=[C:16]([F:18])[C:5]([O:6][C:7]2[CH:12]=[CH:11][N:10]=[C:9]([C:13]([NH2:15])=[O:14])[CH:8]=2)=[C:4]([F:19])[CH:3]=1.COC1C=CC(CNC2N=CN=C(OC3C=CC(N[C:42]([NH:44][C:45](=[O:54])[CH2:46][C:47]4[CH:52]=[CH:51][C:50]([F:53])=[CH:49][CH:48]=4)=[O:43])=CC=3F)C=2)=CC=1, predict the reaction product. The product is: [C:13]([C:9]1[CH:8]=[C:7]([O:6][C:5]2[C:16]([F:18])=[CH:17][C:2]([NH:1][C:42]([NH:44][C:45](=[O:54])[CH2:46][C:47]3[CH:52]=[CH:51][C:50]([F:53])=[CH:49][CH:48]=3)=[O:43])=[CH:3][C:4]=2[F:19])[CH:12]=[CH:11][N:10]=1)(=[O:14])[NH2:15].